This data is from Peptide-MHC class II binding affinity with 134,281 pairs from IEDB. The task is: Regression. Given a peptide amino acid sequence and an MHC pseudo amino acid sequence, predict their binding affinity value. This is MHC class II binding data. (1) The peptide sequence is YLEDARRLKAIYEKKK. The MHC is DRB1_0901 with pseudo-sequence DRB1_0901. The binding affinity (normalized) is 0.148. (2) The peptide sequence is GDKVAYALAQGLKVI. The MHC is HLA-DPA10201-DPB10101 with pseudo-sequence HLA-DPA10201-DPB10101. The binding affinity (normalized) is 0.451.